Dataset: Full USPTO retrosynthesis dataset with 1.9M reactions from patents (1976-2016). Task: Predict the reactants needed to synthesize the given product. (1) Given the product [CH3:3][N:4]1[CH2:9][CH2:8][N:7]([C:13]2[CH:20]=[CH:19][C:16]([CH:17]=[O:18])=[CH:15][CH:14]=2)[C:6](=[O:10])[C:5]1=[O:11], predict the reactants needed to synthesize it. The reactants are: [H-].[Na+].[CH3:3][N:4]1[CH2:9][CH2:8][NH:7][C:6](=[O:10])[C:5]1=[O:11].F[C:13]1[CH:20]=[CH:19][C:16]([CH:17]=[O:18])=[CH:15][CH:14]=1. (2) Given the product [NH:13]1[C:14]2[CH:19]=[CH:18][CH:17]=[CH:16][C:15]=2[N:11]=[C:12]1[C:20]1[C:24]([NH:25][C:8](=[O:10])[CH2:7][C:1]2[CH:2]=[CH:3][CH:4]=[CH:5][CH:6]=2)=[CH:23][NH:22][N:21]=1, predict the reactants needed to synthesize it. The reactants are: [C:1]1([CH2:7][C:8]([OH:10])=O)[CH:6]=[CH:5][CH:4]=[CH:3][CH:2]=1.[NH:11]1[C:15]2[CH:16]=[CH:17][CH:18]=[CH:19][C:14]=2[N:13]=[C:12]1[C:20]1[C:24]([NH2:25])=[CH:23][NH:22][N:21]=1.C(Cl)CCl.C1C=CC2N(O)N=NC=2C=1. (3) Given the product [CH3:15][C:16]1[CH2:52][CH2:53][CH2:54][C:48]([CH3:49])([CH3:47])[C:17]=1/[CH:18]=[CH:23]/[C:22](/[CH3:27])=[CH:21]/[CH:28]=[CH:29]/[C:30](/[CH3:31])=[CH:12]/[C:10]([OH:9])=[O:11], predict the reactants needed to synthesize it. The reactants are: [CH3:12][C:10]([O:9]CC([O:9][C:10]([CH3:12])=[O:11])CO)=[O:11].C1(=O)O[CH2:18][CH2:17][CH2:16][CH2:15]O1.[CH:21](=[C:28](O)[C@@H:29](O)[C@@H:30](O)[C@H:31](O)[C@@H](O)C(=CC1C=CC=CC=1)O)[C:22]1[CH:27]=CC=C[CH:23]=1.[C:47](O)(=O)[C:48]1[C:49](=C[CH:52]=[CH:53][CH:54]=1)O. (4) The reactants are: Br[C:2]1[C:7]([F:8])=[CH:6][CH:5]=[CH:4][N:3]=1.C([Li])CCC.[CH2:14]([Sn:18](Cl)([CH2:23][CH2:24][CH2:25][CH3:26])[CH2:19][CH2:20][CH2:21][CH3:22])[CH2:15][CH2:16][CH3:17]. Given the product [F:8][C:7]1[C:2]([Sn:18]([CH2:19][CH2:20][CH2:21][CH3:22])([CH2:23][CH2:24][CH2:25][CH3:26])[CH2:14][CH2:15][CH2:16][CH3:17])=[N:3][CH:4]=[CH:5][CH:6]=1, predict the reactants needed to synthesize it. (5) Given the product [Cl:15][C:11]1[CH:10]=[C:9]([NH:8][C:6]2[CH:5]=[CH:4][N:3]=[C:2]([NH:22][C:21]3[CH:23]=[CH:24][C:18]([C:17]([F:16])([F:25])[F:26])=[CH:19][CH:20]=3)[N:7]=2)[CH:14]=[CH:13][CH:12]=1, predict the reactants needed to synthesize it. The reactants are: Cl[C:2]1[N:7]=[C:6]([NH:8][C:9]2[CH:14]=[CH:13][CH:12]=[C:11]([Cl:15])[CH:10]=2)[CH:5]=[CH:4][N:3]=1.[F:16][C:17]([F:26])([F:25])[C:18]1[CH:24]=[CH:23][C:21]([NH2:22])=[CH:20][CH:19]=1.FC(F)(F)C(O)=O. (6) The reactants are: N1[C:10]2[C:5](=[CH:6][CH:7]=[CH:8][CH:9]=2)[C:4](N)=NC=1.N1[CH:13]=[CH:14]N2C=C(B(O)O)C=CC=12.[N:24]1[CH:25]=[CH:26][N:27]2[CH:32]=[C:31]([C:33]3[N:42]=[C:41]([NH:43][CH2:44][CH:45](C4C=CC=CC=4)[C:46]4N[CH:48]=[CH:49][CH:50]=4)[C:40]4[C:35](=[CH:36][CH:37]=[CH:38][CH:39]=4)[N:34]=3)[CH:30]=[CH:29][C:28]=12. Given the product [C:46]1([CH:45]([CH2:4][C:5]2[CH:10]=[CH:9][CH:8]=[CH:7][CH:6]=2)[CH2:44][NH:43][C:41]2[C:40]3[C:35](=[CH:36][CH:37]=[CH:38][CH:39]=3)[N:34]=[C:33]([C:31]3[CH:30]=[CH:29][C:28]4[N:27]([CH:26]=[CH:25][N:24]=4)[CH:32]=3)[N:42]=2)[CH:50]=[CH:49][CH:48]=[CH:14][CH:13]=1, predict the reactants needed to synthesize it. (7) Given the product [CH2:9]([N:6]1[CH:7]=[CH:8][C:4]([NH2:1])=[N:5]1)[CH2:10][CH3:11], predict the reactants needed to synthesize it. The reactants are: [N+:1]([C:4]1[CH:8]=[CH:7][N:6]([CH2:9][CH2:10][CH3:11])[N:5]=1)([O-])=O.CO.[H][H].